This data is from Reaction yield outcomes from USPTO patents with 853,638 reactions. The task is: Predict the reaction yield, written as a fraction of the theoretical maximum amount of product (1.0 means a 100% yield; for example, 0.34 means a 34% yield). (1) The reactants are C([O:8][C:9]1[CH:14]=[CH:13][N:12]([CH2:15][CH:16]2[CH2:18][CH2:17]2)[C:11](=[O:19])[CH:10]=1)C1C=CC=CC=1. The catalyst is [Pd].C(O)C. The product is [CH:16]1([CH2:15][N:12]2[CH:13]=[CH:14][C:9]([OH:8])=[CH:10][C:11]2=[O:19])[CH2:17][CH2:18]1. The yield is 1.00. (2) The reactants are [Cl:1][C:2]1[CH:7]=[CH:6][C:5]([CH2:8][NH:9][C:10](=[O:25])[C:11]2[C:16]([CH3:17])=[CH:15][C:14]([N:18]3[CH2:23][CH2:22][O:21][CH2:20][CH2:19]3)=[CH:13][C:12]=2[OH:24])=[CH:4][CH:3]=1.C(=O)([O-])[O-].[K+].[K+].[CH2:32](I)[CH3:33]. The catalyst is CC(C)=O. The product is [Cl:1][C:2]1[CH:7]=[CH:6][C:5]([CH2:8][NH:9][C:10](=[O:25])[C:11]2[C:16]([CH3:17])=[CH:15][C:14]([N:18]3[CH2:19][CH2:20][O:21][CH2:22][CH2:23]3)=[CH:13][C:12]=2[O:24][CH2:32][CH3:33])=[CH:4][CH:3]=1. The yield is 0.560. (3) The reactants are [Cl:1][C:2]1[N:7]2[CH:8]=[CH:9][N:10]=[C:6]2[C:5]([C:11]([C:13]2[CH:18]=[CH:17][CH:16]=[CH:15][CH:14]=2)=[O:12])=[CH:4][CH:3]=1.[Br:19]Br. No catalyst specified. The product is [Br:19][C:8]1[N:7]2[C:2]([Cl:1])=[CH:3][CH:4]=[C:5]([C:11]([C:13]3[CH:14]=[CH:15][CH:16]=[CH:17][CH:18]=3)=[O:12])[C:6]2=[N:10][CH:9]=1. The yield is 0.490. (4) The reactants are Cl[C:2]1[CH:7]=[C:6]([C:8]([O:10][CH3:11])=[O:9])[C:5]([N+:12]([O-:14])=[O:13])=[CH:4][N:3]=1.[CH3:15][O-:16].[Na+]. The catalyst is CO. The product is [CH3:15][O:16][C:2]1[CH:7]=[C:6]([C:8]([O:10][CH3:11])=[O:9])[C:5]([N+:12]([O-:14])=[O:13])=[CH:4][N:3]=1. The yield is 0.750. (5) The reactants are Br[CH2:2][CH2:3][CH:4]=[C:5]([CH3:7])[CH3:6].[OH:8][NH:9][C:10](=[O:16])[O:11][C:12]([CH3:15])([CH3:14])[CH3:13].C1CCN2C(=NCCC2)CC1. The catalyst is CC#N. The product is [CH3:6][C:5]([CH3:7])=[CH:4][CH2:3][CH2:2][O:8][NH:9][C:10](=[O:16])[O:11][C:12]([CH3:15])([CH3:14])[CH3:13]. The yield is 0.700. (6) The reactants are [N+:1]([C:4]1[CH:9]=[CH:8][C:7]([C:10]2[CH:15]=[CH:14][C:13]([O:16][CH:17]3[CH:22]4[CH2:23][CH2:24][N:19]([CH2:20][CH2:21]4)[CH2:18]3)=[CH:12][CH:11]=2)=[CH:6][CH:5]=1)([O-])=O. The catalyst is CO.[Pd]. The product is [N:19]12[CH2:20][CH2:21][CH:22]([CH2:23][CH2:24]1)[CH:17]([O:16][C:13]1[CH:12]=[CH:11][C:10]([C:7]3[CH:8]=[CH:9][C:4]([NH2:1])=[CH:5][CH:6]=3)=[CH:15][CH:14]=1)[CH2:18]2. The yield is 0.740.